Dataset: Full USPTO retrosynthesis dataset with 1.9M reactions from patents (1976-2016). Task: Predict the reactants needed to synthesize the given product. (1) Given the product [Br:41][C:38]1[CH:39]=[CH:40][C:35]([O:34][C:32]([N:8]2[CH2:17][CH2:16][C:15]3[C:14](=[O:18])[NH:13][C:12]([CH3:19])=[N:11][C:10]=3[CH2:9]2)=[O:33])=[CH:36][CH:37]=1, predict the reactants needed to synthesize it. The reactants are: C([N:8]1[CH2:17][CH2:16][C:15]2[C:14](=[O:18])[NH:13][C:12]([CH3:19])=[N:11][C:10]=2[CH2:9]1)C1C=CC=CC=1.C(O)(=O)C.C(N(CC)CC)C.Cl[C:32]([O:34][C:35]1[CH:40]=[CH:39][C:38]([Br:41])=[CH:37][CH:36]=1)=[O:33]. (2) Given the product [CH2:1]([O:3][CH:4]([O:7][CH2:8][CH3:9])[CH2:5][NH:6][CH2:10][CH2:11][CH:12]([CH3:14])[CH3:13])[CH3:2], predict the reactants needed to synthesize it. The reactants are: [CH2:1]([O:3][CH:4]([O:7][CH2:8][CH3:9])[CH2:5][NH2:6])[CH3:2].[CH2:10](Br)[CH2:11][CH:12]([CH3:14])[CH3:13]. (3) Given the product [N:9]12[CH2:14][CH2:13][CH:12]([CH2:11][CH2:10]1)[CH:7]([O:6][C:5]1[CH:15]=[CH:16][C:2]([NH:23][CH:17]3[CH2:22][CH2:21][CH2:20][CH2:19][CH2:18]3)=[CH:3][CH:4]=1)[CH2:8]2, predict the reactants needed to synthesize it. The reactants are: Br[C:2]1[CH:16]=[CH:15][C:5]([O:6][CH:7]2[CH:12]3[CH2:13][CH2:14][N:9]([CH2:10][CH2:11]3)[CH2:8]2)=[CH:4][CH:3]=1.[CH:17]1([NH2:23])[CH2:22][CH2:21][CH2:20][CH2:19][CH2:18]1. (4) Given the product [O:14]1[CH:18]=[CH:17][CH:16]=[C:15]1[CH:19]([C:7]1[CH:12]=[CH:11][CH:10]=[C:9]([CH3:13])[N:8]=1)[OH:20], predict the reactants needed to synthesize it. The reactants are: C([Li])CCC.Br[C:7]1[CH:12]=[CH:11][CH:10]=[C:9]([CH3:13])[N:8]=1.[O:14]1[CH:18]=[CH:17][CH:16]=[C:15]1[CH:19]=[O:20]. (5) Given the product [Br:8][C:9]1[CH:18]=[CH:17][C:12]([C:13]2[N:1]=[C:2]3[CH:7]=[CH:6][CH:5]=[CH:4][N:3]3[CH:14]=2)=[CH:11][CH:10]=1, predict the reactants needed to synthesize it. The reactants are: [NH2:1][C:2]1[CH:7]=[CH:6][CH:5]=[CH:4][N:3]=1.[Br:8][C:9]1[CH:18]=[CH:17][C:12]([C:13](=O)[CH2:14]Br)=[CH:11][CH:10]=1.C(=O)([O-])O.[Na+].C(O)C. (6) Given the product [NH2:3][C:19](=[O:20])[CH2:18][CH:17]([C:22]1[CH:27]=[CH:26][CH:25]=[C:24]([CH2:28][O:29][C:30]2[CH:35]=[CH:34][C:33]([C:36]3[CH:41]=[C:40]([O:42][CH3:43])[CH:39]=[CH:38][C:37]=3[F:44])=[C:32]([CH2:45][C:46]([CH3:49])([CH3:48])[CH3:47])[CH:31]=2)[CH:23]=1)[CH2:16][C:15]([O:14][CH2:12][CH3:13])=[O:50], predict the reactants needed to synthesize it. The reactants are: CC[N:3]=C=NCCCN(C)C.[CH2:12]([O:14][C:15](=[O:50])[CH2:16][CH:17]([C:22]1[CH:27]=[CH:26][CH:25]=[C:24]([CH2:28][O:29][C:30]2[CH:35]=[CH:34][C:33]([C:36]3[CH:41]=[C:40]([O:42][CH3:43])[CH:39]=[CH:38][C:37]=3[F:44])=[C:32]([CH2:45][C:46]([CH3:49])([CH3:48])[CH3:47])[CH:31]=2)[CH:23]=1)[CH2:18][C:19](O)=[O:20])[CH3:13].C(N(CC)CC)C.O. (7) Given the product [Si:20]([O:19][C@H:6]([C@@H:7]([O:9][CH2:10][C:11]1[CH:12]=[CH:13][C:14]([O:17][CH3:18])=[CH:15][CH:16]=1)[CH3:8])[C@H:5]([CH3:27])[CH:4]=[O:28])([C:23]([CH3:26])([CH3:24])[CH3:25])([CH3:21])[CH3:22], predict the reactants needed to synthesize it. The reactants are: CON(C)[C:4](=[O:28])[C@@H:5]([CH3:27])[C@H:6]([O:19][Si:20]([C:23]([CH3:26])([CH3:25])[CH3:24])([CH3:22])[CH3:21])[C@@H:7]([O:9][CH2:10][C:11]1[CH:16]=[CH:15][C:14]([O:17][CH3:18])=[CH:13][CH:12]=1)[CH3:8].[H-].C([Al+]CC(C)C)C(C)C.CO. (8) Given the product [C:12]1([CH2:18][CH2:19][C:20]([N:9]2[CH2:10][CH2:11][CH:7]([C:1]3[CH:6]=[CH:5][CH:4]=[CH:3][CH:2]=3)[CH2:8]2)=[O:21])[CH:17]=[CH:16][CH:15]=[CH:14][CH:13]=1, predict the reactants needed to synthesize it. The reactants are: [C:1]1([CH:7]2[CH2:11][CH2:10][NH:9][CH2:8]2)[CH:6]=[CH:5][CH:4]=[CH:3][CH:2]=1.[C:12]1([CH2:18][CH2:19][C:20](Cl)=[O:21])[CH:17]=[CH:16][CH:15]=[CH:14][CH:13]=1.C(N(CC)CC)C. (9) Given the product [Cl:1][C:2]1[CH:7]=[C:6]([Cl:8])[CH:5]=[CH:4][C:3]=1[C@@H:9]1[CH2:14][C@H:13]([C:15]2[O:19][NH:18][C:17](=[O:20])[CH:16]=2)[CH2:12][CH2:11][N:10]1[C:21]([O:23][CH3:24])=[O:22], predict the reactants needed to synthesize it. The reactants are: [Cl:1][C:2]1[CH:7]=[C:6]([Cl:8])[CH:5]=[CH:4][C:3]=1[CH:9]1[CH2:14][CH:13]([C:15]2[O:19][NH:18][C:17](=[O:20])[CH:16]=2)[CH2:12][CH2:11][N:10]1[C:21]([O:23][CH3:24])=[O:22].